This data is from Full USPTO retrosynthesis dataset with 1.9M reactions from patents (1976-2016). The task is: Predict the reactants needed to synthesize the given product. Given the product [CH:12]1([O:17][C:18](=[O:29])[C@@H:19]([NH:28][C:37](=[O:39])[CH3:38])[CH2:20][C:21]2[CH:22]=[CH:23][C:24]([CH3:27])=[CH:25][CH:26]=2)[CH2:16][CH2:15][CH2:14][CH2:13]1, predict the reactants needed to synthesize it. The reactants are: C1(C)C=CC(S(O)(=O)=O)=CC=1.[CH:12]1([O:17][C:18](=[O:29])[C@@H:19]([NH2:28])[CH2:20][C:21]2[CH:26]=[CH:25][C:24]([CH3:27])=[CH:23][CH:22]=2)[CH2:16][CH2:15][CH2:14][CH2:13]1.C(N(CC)CC)C.[C:37](Cl)(=[O:39])[CH3:38].